From a dataset of Forward reaction prediction with 1.9M reactions from USPTO patents (1976-2016). Predict the product of the given reaction. (1) Given the reactants [F:1][C:2]1[CH:3]=[C:4]([C@H:8]2[NH:13][CH2:12][C@@H:11]([CH3:14])[O:10][CH2:9]2)[CH:5]=[CH:6][CH:7]=1.Cl[C:16]1[N:17]=[CH:18][C:19]2[O:20][CH2:21][C:22](=[O:26])[NH:23][C:24]=2[N:25]=1, predict the reaction product. The product is: [F:1][C:2]1[CH:3]=[C:4]([C@H:8]2[CH2:9][O:10][C@@H:11]([CH3:14])[CH2:12][N:13]2[C:16]2[N:17]=[CH:18][C:19]3[O:20][CH2:21][C:22](=[O:26])[NH:23][C:24]=3[N:25]=2)[CH:5]=[CH:6][CH:7]=1. (2) Given the reactants CC(=C)C[O:4][C:5]1[CH:6]=[C:7]2[C:12](=[CH:13][CH:14]=1)[NH:11][C:10](=[O:15])[CH2:9][CH2:8]2, predict the reaction product. The product is: [OH:4][C:5]1[CH:6]=[C:7]2[C:12](=[CH:13][C:14]=1[CH2:8][C:7]([CH3:12])=[CH2:6])[NH:11][C:10](=[O:15])[CH2:9][CH2:8]2.